From a dataset of Catalyst prediction with 721,799 reactions and 888 catalyst types from USPTO. Predict which catalyst facilitates the given reaction. (1) Reactant: [NH2:1][CH:2]1[CH2:7][CH2:6][CH2:5][N:4]([C:8]([O:10][CH2:11][C:12]2[CH:17]=[CH:16][CH:15]=[CH:14][CH:13]=2)=[O:9])[CH:3]1[CH2:18][OH:19].[Br:20][C:21]1[S:29][C:28]2[C:27]([C:30]#[N:31])=[CH:26][N:25]=[C:24](Cl)[C:23]=2[CH:22]=1.C(=O)([O-])[O-].[K+].[K+].CN1C(=O)CCC1. Product: [Br:20][C:21]1[S:29][C:28]2[C:27]([C:30]#[N:31])=[CH:26][N:25]=[C:24]([NH:1][CH:2]3[CH2:7][CH2:6][CH2:5][N:4]([C:8]([O:10][CH2:11][C:12]4[CH:13]=[CH:14][CH:15]=[CH:16][CH:17]=4)=[O:9])[CH:3]3[CH2:18][OH:19])[C:23]=2[CH:22]=1. The catalyst class is: 6. (2) Reactant: [CH3:1][O:2][CH2:3][C:4]1[CH2:25][S:24][C@@H:7]2[C@H:8]([NH:11][C:12](/[C:14](/[C:18]3[N:22]=[C:21]([NH2:23])[S:20][CH:19]=3)=[N:15]\[O:16][CH3:17])=[O:13])[C:9](=[O:10])[N:6]2[C:5]=1[C:26]([OH:28])=[O:27].N12[CH2:39][CH2:38][CH2:37]N=C1CCCCC2.[C:40](=[O:46])([O-:45])[O:41][CH:42](C)[CH3:43]. Product: [CH3:39][CH:38]([O:46][C:40]([O:41][CH:42]([O:27][C:26]([C:5]1[N:6]2[C:9]([C@@H:8]([NH:11][C:12](/[C:14](/[C:18]3[N:22]=[C:21]([NH2:23])[S:20][CH:19]=3)=[N:15]\[O:16][CH3:17])=[O:13])[C@H:7]2[S:24][CH2:25][C:4]=1[CH2:3][O:2][CH3:1])=[O:10])=[O:28])[CH3:43])=[O:45])[CH3:37]. The catalyst class is: 44. (3) Reactant: [F:1][C:2]1[CH:7]=[C:6]([O:8]C)[CH:5]=[CH:4][C:3]=1[C:10]([CH3:14])([CH3:13])[C:11]#[N:12].B(Br)(Br)Br. Product: [F:1][C:2]1[CH:7]=[C:6]([OH:8])[CH:5]=[CH:4][C:3]=1[C:10]([CH3:14])([CH3:13])[C:11]#[N:12]. The catalyst class is: 2.